From a dataset of Reaction yield outcomes from USPTO patents with 853,638 reactions. Predict the reaction yield, written as a fraction of the theoretical maximum amount of product (1.0 means a 100% yield; for example, 0.34 means a 34% yield). (1) The reactants are Br[C:2]1[CH:3]=[CH:4][C:5]([N+:8]([O-:10])=[O:9])=[N:6][CH:7]=1.[NH:11]1[CH2:16][CH2:15][CH2:14][CH2:13][CH2:12]1.C(=O)([O-])[O-].[K+].[K+]. The catalyst is [I-].C([N+](CCCC)(CCCC)CCCC)CCC.CS(C)=O.C(OCC)(=O)C. The product is [N+:8]([C:5]1[N:6]=[CH:7][C:2]([N:11]2[CH2:16][CH2:15][CH2:14][CH2:13][CH2:12]2)=[CH:3][CH:4]=1)([O-:10])=[O:9]. The yield is 0.857. (2) The reactants are C1(N2CCN3C(CC4(C5C=CC=CC=5)CCCC4)=NC(=O)C(O)=C3C2=O)CC1.C([O:36][C:37]1[C:42](=[O:43])[N:41]=[C:40]([CH2:44][C:45]2([C:50]3[CH:55]=[CH:54][CH:53]=[CH:52][CH:51]=3)[CH2:49][CH2:48][CH2:47][CH2:46]2)[N:39]2[CH2:56][CH2:57][N:58]([CH:61]3[CH2:64][O:63][CH2:62]3)[C:59](=[O:60])[C:38]=12)C1C=CC=CC=1. No catalyst specified. The product is [OH:36][C:37]1[C:42](=[O:43])[N:41]=[C:40]([CH2:44][C:45]2([C:50]3[CH:55]=[CH:54][CH:53]=[CH:52][CH:51]=3)[CH2:49][CH2:48][CH2:47][CH2:46]2)[N:39]2[CH2:56][CH2:57][N:58]([CH:61]3[CH2:62][O:63][CH2:64]3)[C:59](=[O:60])[C:38]=12. The yield is 0.0982. (3) The reactants are F[C:2]1[CH:9]=[CH:8][C:5]([C:6]#[N:7])=[CH:4][CH:3]=1.[NH2:10][CH2:11][CH2:12][CH2:13][OH:14]. The catalyst is O. The product is [OH:14][CH2:13][CH2:12][CH2:11][NH:10][C:2]1[CH:9]=[CH:8][C:5]([C:6]#[N:7])=[CH:4][CH:3]=1. The yield is 0.970. (4) The reactants are C([O:3][P:4]([CH:9]([C:36]#[N:37])[CH2:10][C:11]([CH2:34][CH3:35])=[CH:12][CH2:13][C:14]1[C:15]([O:27]CC[Si](C)(C)C)=[C:16]2[C:20](=[C:21]([CH3:25])[C:22]=1[O:23][CH3:24])[CH2:19][O:18][C:17]2=[O:26])(=[O:8])[O:5]CC)C. The catalyst is C(O)(C(F)(F)F)=O.C(Cl)Cl. The product is [C:36]([CH:9]([P:4](=[O:3])([OH:5])[OH:8])[CH2:10][C:11]([CH2:34][CH3:35])=[CH:12][CH2:13][C:14]1[C:15]([OH:27])=[C:16]2[C:20](=[C:21]([CH3:25])[C:22]=1[O:23][CH3:24])[CH2:19][O:18][C:17]2=[O:26])#[N:37]. The yield is 0.610. (5) The reactants are [C:1]([O:4][CH2:5][C:6]([CH3:36])([CH3:35])[CH2:7][N:8]1[C:14]2[CH:15]=[CH:16][C:17]([Cl:19])=[CH:18][C:13]=2[C@@H:12]([C:20]2[CH:25]=[CH:24][CH:23]=[C:22]([O:26][CH3:27])[C:21]=2[O:28][CH3:29])[O:11][C@H:10]([CH2:30][C:31](O)=[O:32])[C:9]1=[O:34])(=[O:3])[CH3:2].C(N(CC)CC)C.ClC(OCC(C)C)=O.Cl.[NH2:53][C:54]1[CH:55]=[CH:56][C:57]2[O:61][C:60]([C:62]([O:64][CH2:65][CH3:66])=[O:63])=[C:59]([CH3:67])[C:58]=2[CH:68]=1.N1C=CC=CC=1. The catalyst is CN(C)C=O.O. The product is [C:1]([O:4][CH2:5][C:6]([CH3:36])([CH3:35])[CH2:7][N:8]1[C:14]2[CH:15]=[CH:16][C:17]([Cl:19])=[CH:18][C:13]=2[C@@H:12]([C:20]2[CH:25]=[CH:24][CH:23]=[C:22]([O:26][CH3:27])[C:21]=2[O:28][CH3:29])[O:11][C@H:10]([CH2:30][C:31]([NH:53][C:54]2[CH:55]=[CH:56][C:57]3[O:61][C:60]([C:62]([O:64][CH2:65][CH3:66])=[O:63])=[C:59]([CH3:67])[C:58]=3[CH:68]=2)=[O:32])[C:9]1=[O:34])(=[O:3])[CH3:2]. The yield is 0.946.